This data is from Catalyst prediction with 721,799 reactions and 888 catalyst types from USPTO. The task is: Predict which catalyst facilitates the given reaction. (1) Reactant: C[O:2][C:3]([C:5]1[C:6](=[O:22])[NH:7][C:8]2[C:13]([CH:14]=1)=[CH:12][N:11]=[C:10]([N:15]1[CH2:20][CH2:19][N:18]([CH3:21])[CH2:17][CH2:16]1)[CH:9]=2)=[O:4].[OH-].[Na+]. Product: [CH3:21][N:18]1[CH2:19][CH2:20][N:15]([C:10]2[CH:9]=[C:8]3[C:13]([CH:14]=[C:5]([C:3]([OH:4])=[O:2])[C:6](=[O:22])[NH:7]3)=[CH:12][N:11]=2)[CH2:16][CH2:17]1. The catalyst class is: 24. (2) Product: [CH:20]1([N:23]=[C:14]([C:12]2[CH:11]=[C:10]([O:17][CH3:18])[N:9]=[C:8]([CH2:7][CH2:6][CH2:5][NH:4][C:3](=[O:19])[O:2][CH3:1])[CH:13]=2)[CH3:15])[CH2:22][CH2:21]1. The catalyst class is: 8. Reactant: [CH3:1][O:2][C:3](=[O:19])[NH:4][CH2:5][CH2:6][CH2:7][C:8]1[CH:13]=[C:12]([C:14](=O)[CH3:15])[CH:11]=[C:10]([O:17][CH3:18])[N:9]=1.[CH:20]1([NH2:23])[CH2:22][CH2:21]1.C(O)(=O)C. (3) Reactant: [S:1]1[CH:5]=[CH:4][C:3]2[CH:6]=[C:7]([CH:10]3[C:19]4[C:14](=[CH:15][CH:16]=[CH:17][CH:18]=4)[CH2:13][NH:12][CH2:11]3)[CH:8]=[CH:9][C:2]1=2.Cl.[CH3:21][N:22]([CH3:26])[CH2:23][CH2:24]Cl.[C:27](=[O:30])([O-:29])[O-].[Cs+].[Cs+].[C:33]([O:36]CC)(=[O:35])C. Product: [C:33]([OH:36])(=[O:35])/[CH:23]=[CH:24]/[C:27]([OH:29])=[O:30].[S:1]1[CH:5]=[CH:4][C:3]2[CH:6]=[C:7]([CH:10]3[C:19]4[C:14](=[CH:15][CH:16]=[CH:17][CH:18]=4)[CH2:13][N:12]([CH2:24][CH2:23][N:22]([CH3:26])[CH3:21])[CH2:11]3)[CH:8]=[CH:9][C:2]1=2. The catalyst class is: 3. (4) Reactant: [C:1](Cl)(=[O:5])[C:2](Cl)=[O:3].C(Cl)Cl.[CH2:10]([C:12]1[CH:20]=[C:19]2[C:15]([CH:16]=[CH:17][NH:18]2)=[CH:14][CH:13]=1)[CH3:11].[CH3:21][O-:22].[Na+].CO. Product: [CH2:10]([C:12]1[CH:20]=[C:19]2[C:15]([C:16]([C:1](=[O:5])[C:2]([O:22][CH3:21])=[O:3])=[CH:17][NH:18]2)=[CH:14][CH:13]=1)[CH3:11]. The catalyst class is: 28. (5) Reactant: [C:1]([C:6]1[CH:7]=[CH:8][C:9]2[N:10]([C:12]([C:15]3[CH:20]=[CH:19][C:18]([CH2:21][NH2:22])=[CH:17][CH:16]=3)=[CH:13][N:14]=2)[N:11]=1)#[C:2][CH2:3][CH2:4][CH3:5].CC(O)=O.C(O)(C(F)(F)F)=O. Product: [CH2:1]([C:6]1[CH:7]=[CH:8][C:9]2[N:10]([C:12]([C:15]3[CH:16]=[CH:17][C:18]([CH2:21][NH2:22])=[CH:19][CH:20]=3)=[CH:13][N:14]=2)[N:11]=1)[CH2:2][CH2:3][CH2:4][CH3:5]. The catalyst class is: 19. (6) Reactant: [C:1]([CH:4]([CH2:10][C:11](=O)[C:12]1[CH:17]=[CH:16][CH:15]=[CH:14][CH:13]=1)[C:5]([O:7][CH2:8][CH3:9])=[O:6])(=O)[CH3:2].C([O-])(=O)C.[NH4+:23]. Product: [CH3:2][C:1]1[NH:23][C:11]([C:12]2[CH:17]=[CH:16][CH:15]=[CH:14][CH:13]=2)=[CH:10][C:4]=1[C:5]([O:7][CH2:8][CH3:9])=[O:6]. The catalyst class is: 15.